From a dataset of Full USPTO retrosynthesis dataset with 1.9M reactions from patents (1976-2016). Predict the reactants needed to synthesize the given product. (1) The reactants are: [CH3:1][CH:2]1[CH2:9][C@H:8]2[C@H:4]([CH2:5][NH:6][C@@H:7]2[CH2:10][NH:11][C:12]([C:14]2[N:21]3[C:17]([S:18][CH:19]=[CH:20]3)=[N:16][C:15]=2[CH3:22])=[O:13])[CH2:3]1.[CH3:23][O:24][C:25]1[CH:30]=[CH:29][C:28]([C:31]2[S:35][C:34]([CH3:36])=[N:33][C:32]=2[C:37](O)=[O:38])=[CH:27][CH:26]=1. Given the product [CH3:23][O:24][C:25]1[CH:26]=[CH:27][C:28]([C:31]2[S:35][C:34]([CH3:36])=[N:33][C:32]=2[C:37]([N:6]2[CH2:5][C@H:4]3[C@H:8]([CH2:9][CH:2]([CH3:1])[CH2:3]3)[C@H:7]2[CH2:10][NH:11][C:12]([C:14]2[N:21]3[C:17]([S:18][CH:19]=[CH:20]3)=[N:16][C:15]=2[CH3:22])=[O:13])=[O:38])=[CH:29][CH:30]=1, predict the reactants needed to synthesize it. (2) The reactants are: [CH:1]1([NH2:6])[CH2:5][CH2:4][CH2:3][CH2:2]1.[Cl:7][C:8]1[N:13]=[C:12](Cl)[C:11]([N+:15]([O-:17])=[O:16])=[CH:10][N:9]=1.CCN(C(C)C)C(C)C. Given the product [Cl:7][C:8]1[N:13]=[C:12]([NH:6][CH:1]2[CH2:5][CH2:4][CH2:3][CH2:2]2)[C:11]([N+:15]([O-:17])=[O:16])=[CH:10][N:9]=1, predict the reactants needed to synthesize it. (3) Given the product [Cl:3][C:4]1[CH:5]=[CH:6][C:7]([CH:8]([OH:9])[CH:10]2[CH2:11][CH2:12][N:13]([C:16]([O:18][C:19]([CH3:21])([CH3:20])[CH3:22])=[O:17])[CH2:14][CH2:15]2)=[CH:23][CH:24]=1, predict the reactants needed to synthesize it. The reactants are: [BH4-].[Na+].[Cl:3][C:4]1[CH:24]=[CH:23][C:7]([C:8]([CH:10]2[CH2:15][CH2:14][N:13]([C:16]([O:18][C:19]([CH3:22])([CH3:21])[CH3:20])=[O:17])[CH2:12][CH2:11]2)=[O:9])=[CH:6][CH:5]=1. (4) Given the product [F:36][C:23]1[C:24]([NH:29][S:30]([CH2:33][CH2:34][CH3:35])(=[O:32])=[O:31])=[CH:25][CH:26]=[C:27]([F:28])[C:22]=1[C:21]([NH:20][C:17]1[CH:18]=[C:19]2[C:11]([C:9](=[O:10])[CH2:8][N:1]3[CH2:6][CH2:5][CH2:4][CH2:3][CH2:2]3)=[CH:12][NH:13][C:14]2=[N:15][CH:16]=1)=[O:37], predict the reactants needed to synthesize it. The reactants are: [NH:1]1[CH2:6][CH2:5][CH2:4][CH2:3][CH2:2]1.Cl[CH2:8][C:9]([C:11]1[C:19]2[C:14](=[N:15][CH:16]=[C:17]([NH:20][C:21](=[O:37])[C:22]3[C:27]([F:28])=[CH:26][CH:25]=[C:24]([NH:29][S:30]([CH2:33][CH2:34][CH3:35])(=[O:32])=[O:31])[C:23]=3[F:36])[CH:18]=2)[NH:13][CH:12]=1)=[O:10]. (5) Given the product [Br:19][C:20]1[CH:27]=[CH:26][C:23]([C@@H:24]2[CH2:28][C@H:11]2[C:12]([O:14][C:15]([CH3:16])([CH3:17])[CH3:18])=[O:13])=[CH:22][CH:21]=1, predict the reactants needed to synthesize it. The reactants are: [H-].[Na+].C(OP([CH2:11][C:12]([O:14][C:15]([CH3:18])([CH3:17])[CH3:16])=[O:13])(OCC)=O)C.[Br:19][C:20]1[CH:27]=[CH:26][C:23]([CH:24]=O)=[CH:22][CH:21]=1.[CH2:28]1COCC1.